This data is from Forward reaction prediction with 1.9M reactions from USPTO patents (1976-2016). The task is: Predict the product of the given reaction. (1) Given the reactants Cl[CH2:2][C:3]([NH:5][C:6]1[C:7]([OH:28])=[CH:8][C:9]2[O:14][C:13]([CH3:16])([CH3:15])[C@@H:12]([OH:17])[C@H:11]([NH:18][CH2:19][CH2:20][C:21]3[CH:26]=[CH:25][CH:24]=[CH:23][CH:22]=3)[C:10]=2[CH:27]=1)=[O:4].[Cl-].[NH4+], predict the reaction product. The product is: [OH:17][C@H:12]1[C@H:11]([NH:18][CH2:19][CH2:20][C:21]2[CH:26]=[CH:25][CH:24]=[CH:23][CH:22]=2)[C:10]2[CH:27]=[C:6]3[C:7]([O:28][CH2:2][C:3](=[O:4])[NH:5]3)=[CH:8][C:9]=2[O:14][C:13]1([CH3:16])[CH3:15]. (2) Given the reactants [CH3:1][O:2][C:3]1[C:4]([O:24][CH3:25])=[CH:5][C:6]2[C:7]([C:16]3[CH:21]=[CH:20][C:19]([O:22][CH3:23])=[CH:18][CH:17]=3)=[C:8]3[CH2:15][NH:14][CH2:13][CH2:12][N:9]3[C:10]=2[CH:11]=1.N1C=CC=CC=1.[C:32](OC(=O)C)(=[O:34])[CH3:33], predict the reaction product. The product is: [CH3:1][O:2][C:3]1[C:4]([O:24][CH3:25])=[CH:5][C:6]2[C:7]([C:16]3[CH:17]=[CH:18][C:19]([O:22][CH3:23])=[CH:20][CH:21]=3)=[C:8]3[CH2:15][N:14]([C:32](=[O:34])[CH3:33])[CH2:13][CH2:12][N:9]3[C:10]=2[CH:11]=1. (3) Given the reactants [C:1]1([CH3:13])[CH:6]=[C:5]([CH3:7])[CH:4]=[C:3]([CH3:8])[C:2]=1[CH2:9][C:10](O)=O.[CH3:14][NH:15][C:16]1[C:21]([NH2:22])=[CH:20][CH:19]=[CH:18][C:17]=1[NH2:23], predict the reaction product. The product is: [C:1]1([CH3:13])[CH:6]=[C:5]([CH3:7])[CH:4]=[C:3]([CH3:8])[C:2]=1[CH2:9][C:10]1[N:15]([CH3:14])[C:16]2[C:21]([NH2:22])=[CH:20][CH:19]=[CH:18][C:17]=2[N:23]=1. (4) Given the reactants [CH3:1][C:2]1O[C:4](=[O:12])[C:5]2[CH:11]=[N:10][CH:9]=[CH:8][C:6]=2[N:7]=1.[NH2:13][C:14]1[CH:19]=[CH:18][CH:17]=[CH:16][CH:15]=1, predict the reaction product. The product is: [CH3:1][C:2]1[N:13]([C:14]2[CH:19]=[CH:18][CH:17]=[CH:16][CH:15]=2)[C:4](=[O:12])[C:5]2[CH:11]=[N:10][CH:9]=[CH:8][C:6]=2[N:7]=1. (5) The product is: [CH3:17][S:18]([O:1][CH2:2][C@H:3]1[CH2:8][CH2:7][CH2:6][CH2:5][C@@H:4]1[NH:9][C:10](=[O:16])[O:11][C:12]([CH3:13])([CH3:15])[CH3:14])(=[O:20])=[O:19]. Given the reactants [OH:1][CH2:2][C@H:3]1[CH2:8][CH2:7][CH2:6][CH2:5][C@@H:4]1[NH:9][C:10](=[O:16])[O:11][C:12]([CH3:15])([CH3:14])[CH3:13].[CH3:17][S:18](Cl)(=[O:20])=[O:19].C(N(CC)CC)C, predict the reaction product. (6) Given the reactants [CH2:1]([Li])CCC.[CH3:6][Si:7]([CH3:21])([CH3:20])[CH2:8][CH2:9][O:10][C:11]([CH:13]1[CH2:18][CH2:17][CH2:16][C:15](=O)[CH2:14]1)=[O:12], predict the reaction product. The product is: [C:11]([O-:12])(=[O:10])[CH3:13].[CH3:6][Si:7]([CH3:21])([CH3:20])[CH2:8][CH2:9][O:10][C:11]([CH:13]1[CH2:18][CH2:17][CH2:16][C:15](=[CH2:1])[CH2:14]1)=[O:12].